Dataset: Forward reaction prediction with 1.9M reactions from USPTO patents (1976-2016). Task: Predict the product of the given reaction. (1) Given the reactants CC1C=CC(S(O[CH2:12][CH:13]2[CH2:17][C:16]3[CH:18]=[CH:19][C:20]([F:29])=[C:21]([C:22]4[CH:27]=[CH:26][CH:25]=[CH:24][C:23]=4[Cl:28])[C:15]=3[O:14]2)(=O)=O)=CC=1.[N-:30]=[N+:31]=[N-:32].[Na+], predict the reaction product. The product is: [N:30]([CH2:12][CH:13]1[CH2:17][C:16]2[CH:18]=[CH:19][C:20]([F:29])=[C:21]([C:22]3[CH:27]=[CH:26][CH:25]=[CH:24][C:23]=3[Cl:28])[C:15]=2[O:14]1)=[N+:31]=[N-:32]. (2) Given the reactants Cl.[NH2:2][CH2:3][C:4]([NH:6][CH:7]1[C:16]2[C:11](=[CH:12][CH:13]=[CH:14][CH:15]=2)[CH2:10][CH2:9][CH2:8]1)=[O:5].[CH2:17]([C:19]1[CH:24]=[CH:23][C:22]([C:25]2[CH:30]=[CH:29][C:28]([C:31](O)=[O:32])=[CH:27][CH:26]=2)=[CH:21][CH:20]=1)[CH3:18], predict the reaction product. The product is: [CH:7]1([NH:6][C:4]([CH2:3][NH:2][C:31]([C:28]2[CH:27]=[CH:26][C:25]([C:22]3[CH:23]=[CH:24][C:19]([CH2:17][CH3:18])=[CH:20][CH:21]=3)=[CH:30][CH:29]=2)=[O:32])=[O:5])[C:16]2[C:11](=[CH:12][CH:13]=[CH:14][CH:15]=2)[CH2:10][CH2:9][CH2:8]1. (3) The product is: [CH3:20][C:19]1[C:3]2[C:4]3[CH:5]=[CH:6][CH:7]=[CH:8][C:9]=3[C:10]([C:12]3[CH:17]=[CH:16][C:15]([OH:18])=[CH:14][CH:13]=3)=[CH:11][C:2]=2[NH:23][N:22]=1. Given the reactants O[C:2]1[CH:11]=[C:10]([C:12]2[CH:17]=[CH:16][C:15]([OH:18])=[CH:14][CH:13]=2)[C:9]2[C:4](=[CH:5][CH:6]=[CH:7][CH:8]=2)[C:3]=1[C:19](=O)[CH3:20].[NH2:22][NH2:23], predict the reaction product. (4) Given the reactants Cl.[NH2:2][C:3]1[CH:4]=[CH:5][C:6]([Cl:9])=[N:7][CH:8]=1.[S:10]([CH:13]([CH3:16])[CH:14]=O)[C:11]#[N:12], predict the reaction product. The product is: [ClH:9].[Cl:9][C:6]1[N:7]=[CH:8][C:3]([N:2]2[CH:14]=[C:13]([CH3:16])[S:10][C:11]2=[NH:12])=[CH:4][CH:5]=1. (5) Given the reactants [CH:1]1[CH:2]=[CH:3][C:4]2[NH:9][CH:8]=[C:7](C[C@@H](N)C(O)=O)[C:5]=2[CH:6]=1.O=C1O[C@H]([C@H](CO)O)C([O-])=C1O.C[N:29](C1C=CC2N=C3C(=CC(C=C3)=[N+](C)C)SC=2C=1)C.C1C=C(C(C[C@H](N)C(O)=O)=O)C(NC=O)=CC=1, predict the reaction product. The product is: [NH:9]1[C:4]2[C:5](=[CH:6][CH:1]=[CH:2][CH:3]=2)[CH:7]=[C:8]1[NH2:29]. (6) Given the reactants BrC1C(N2CCN(C(NC3C=CC=CC=3)=O)CC2)=C2N=C(C3C=CC(N(C)C)=CC=3)NC2=NC=1.[Br:35][C:36]1[C:37]([N:46]2[CH2:51][CH2:50][N:49]([CH:52]([C:54]3[CH:59]=[CH:58][N:57]=[CH:56][CH:55]=3)[CH3:53])[CH2:48][CH2:47]2)=[C:38]([N+:43]([O-])=O)[C:39]([NH2:42])=[N:40][CH:41]=1.[O-]S(S([O-])=O)=O.[Na+].[Na+].[CH3:68][O:69][C:70]1[CH:75]=[CH:74][C:73]([CH:76]=O)=[CH:72][CH:71]=1, predict the reaction product. The product is: [Br:35][C:36]1[C:37]([N:46]2[CH2:51][CH2:50][N:49]([CH:52]([C:54]3[CH:59]=[CH:58][N:57]=[CH:56][CH:55]=3)[CH3:53])[CH2:48][CH2:47]2)=[C:38]2[N:43]=[C:76]([C:73]3[CH:74]=[CH:75][C:70]([O:69][CH3:68])=[CH:71][CH:72]=3)[NH:42][C:39]2=[N:40][CH:41]=1. (7) Given the reactants C(O)=O.[NH2:4][CH2:5][CH2:6][C:7]1[CH:38]=[CH:37][C:10]([NH:11][CH:12]2[CH2:17][CH2:16][N:15]([C:18]([CH:20]3[CH2:25][CH2:24][N:23]([C:26]([NH:28][CH2:29][CH2:30][CH2:31][CH2:32][CH2:33][CH2:34][CH2:35][CH3:36])=[O:27])[CH2:22][CH2:21]3)=[O:19])[CH2:14][CH2:13]2)=[CH:9][CH:8]=1.C([Si]([O:56][C:57]1[CH:62]=[CH:61][C:60]([O:63][CH2:64][CH:65]2[CH2:67][O:66]2)=[CH:59][CH:58]=1)(C1C=CC=CC=1)C1C=CC=CC=1)(C)(C)C, predict the reaction product. The product is: [CH2:29]([NH:28][C:26]([N:23]1[CH2:22][CH2:21][CH:20]([C:18]([N:15]2[CH2:16][CH2:17][CH:12]([NH:11][C:10]3[CH:37]=[CH:38][C:7]([CH2:6][CH2:5][NH:4][CH2:67][C@H:65]([OH:66])[CH2:64][O:63][C:60]4[CH:61]=[CH:62][C:57]([OH:56])=[CH:58][CH:59]=4)=[CH:8][CH:9]=3)[CH2:13][CH2:14]2)=[O:19])[CH2:25][CH2:24]1)=[O:27])[CH2:30][CH2:31][CH2:32][CH2:33][CH2:34][CH2:35][CH3:36]. (8) The product is: [Cl:13][C:14]1[CH:15]=[CH:16][C:17]([C:20](=[O:22])[CH2:27][C:26]([O:25][CH2:23][CH3:24])=[O:31])=[N:18][CH:19]=1. Given the reactants C1N=CN(C(N2C=NC=C2)=O)C=1.[Cl:13][C:14]1[CH:15]=[CH:16][C:17]([C:20]([OH:22])=O)=[N:18][CH:19]=1.[CH2:23]([O:25][C:26](=[O:31])[CH2:27]C([O-])=O)[CH3:24].[K+].C(N(CC)CC)C.[Mg+2].[Cl-].[Cl-], predict the reaction product.